Dataset: Forward reaction prediction with 1.9M reactions from USPTO patents (1976-2016). Task: Predict the product of the given reaction. Given the reactants [C:1](#[N:3])[CH3:2].[C:4](Cl)([CH3:7])([CH3:6])[CH3:5].[C:9]([NH2:13])([CH3:12])([CH3:11])[CH3:10].[OH-].[Na+], predict the reaction product. The product is: [C:4]([NH:3][C:1](=[N:13][C:9]([CH3:12])([CH3:11])[CH3:10])[CH3:2])([CH3:7])([CH3:6])[CH3:5].